Predict the reaction yield, written as a fraction of the theoretical maximum amount of product (1.0 means a 100% yield; for example, 0.34 means a 34% yield). From a dataset of Reaction yield outcomes from USPTO patents with 853,638 reactions. (1) The product is [Br:58][C:55]1[CH:56]=[CH:57][C:52]([NH:51][C:42](=[O:44])[CH:41]([C:31]2[CH:32]=[CH:33][C:34]([N:35]3[C:39]([CH3:40])=[N:38][N:37]=[N:36]3)=[C:29]([Cl:28])[CH:30]=2)[CH2:45][CH:46]2[CH2:47][CH2:48][CH2:49][CH2:50]2)=[N:53][CH:54]=1. The reactants are C1(P(C2C=CC=CC=2)C2C=CC=CC=2)C=CC=CC=1.BrN1C(=O)CCC1=O.[Cl:28][C:29]1[CH:30]=[C:31]([CH:41]([CH2:45][CH:46]2[CH2:50][CH2:49][CH2:48][CH2:47]2)[C:42]([OH:44])=O)[CH:32]=[CH:33][C:34]=1[N:35]1[C:39]([CH3:40])=[N:38][N:37]=[N:36]1.[NH2:51][C:52]1[CH:57]=[CH:56][C:55]([Br:58])=[CH:54][N:53]=1. The catalyst is C(Cl)Cl. The yield is 0.420. (2) The reactants are [N:1]1[CH:6]=[CH:5][C:4](C(O)=O)=[CH:3][N:2]=1.P(N=[N+]=[N-])(=O)([O:18][C:19]1C=CC=CC=1)OC1C=CC=CC=1.CC[N:31](C(C)C)C(C)C.[Cl:38][C:39]1[CH:40]=[CH:41][C:42]2[N:48]3[CH2:49][C@H:45]([CH2:46][CH2:47]3)[NH:44][C:43]=2[N:50]=1. The catalyst is C1COCC1. The product is [Cl:38][C:39]1[CH:40]=[CH:41][C:42]2[N:48]3[CH2:49][C@H:45]([CH2:46][CH2:47]3)[N:44]([C:19]([NH:31][C:4]3[CH:5]=[CH:6][N:1]=[N:2][CH:3]=3)=[O:18])[C:43]=2[N:50]=1. The yield is 0.230. (3) The reactants are [CH3:1][O:2][C:3]1[CH:4]=[C:5]([C:11]2[C:19]3[C:14](=[CH:15][CH:16]=[C:17]([C:20]#[N:21])[CH:18]=3)[NH:13][N:12]=2)[CH:6]=[CH:7][C:8]=1[O:9][CH3:10].C([Sn]([N:35]=[N+:36]=[N-:37])(CCCC)CCCC)CCC.[OH-].[Na+]. The catalyst is C1(C)C=CC=CC=1. The product is [N:21]1[NH:35][N:36]=[N:37][C:20]=1[C:17]1[CH:18]=[C:19]2[C:14](=[CH:15][CH:16]=1)[NH:13][N:12]=[C:11]2[C:5]1[CH:6]=[CH:7][C:8]([O:9][CH3:10])=[C:3]([O:2][CH3:1])[CH:4]=1. The yield is 0.530. (4) The reactants are [Br:1][C:2]1[CH:7]=[CH:6][C:5](/[CH:8]=[CH:9]/[C:10](OCC)=[O:11])=[CH:4][CH:3]=1.[H-].C([Al+]CC(C)C)C(C)C.[OH-].[Na+]. The catalyst is ClCCl. The product is [Br:1][C:2]1[CH:3]=[CH:4][C:5](/[CH:8]=[CH:9]/[CH2:10][OH:11])=[CH:6][CH:7]=1. The yield is 1.00. (5) The reactants are O.C1(C)C=CC(S(O)(=O)=O)=CC=1.[CH2:13]([O:15][C:16](=[O:37])[CH2:17][O:18][CH2:19]/[CH:20]=[CH:21]\[CH2:22][N:23]1[C:28](=[O:29])[CH2:27][CH2:26][CH2:25][C@@H:24]1[CH2:30][O:31]C(OCC)C)[CH3:14]. The catalyst is CCO. The product is [CH2:13]([O:15][C:16](=[O:37])[CH2:17][O:18][CH2:19]/[CH:20]=[CH:21]\[CH2:22][N:23]1[C:28](=[O:29])[CH2:27][CH2:26][CH2:25][C@@H:24]1[CH2:30][OH:31])[CH3:14]. The yield is 0.760.